From a dataset of Reaction yield outcomes from USPTO patents with 853,638 reactions. Predict the reaction yield, written as a fraction of the theoretical maximum amount of product (1.0 means a 100% yield; for example, 0.34 means a 34% yield). (1) The reactants are Cl.[CH:2]([N:5]1[CH:13]=[C:12]2[C:7]([CH:8]=[CH:9][C:10]([C:14]3[O:18][N:17]=[C:16]([C:19]4[C:20]([CH3:29])=[C:21]5[C:26](=[CH:27][CH:28]=4)[CH2:25][NH:24][CH2:23][CH2:22]5)[N:15]=3)=[CH:11]2)=[N:6]1)([CH3:4])[CH3:3].[C:30]([O:34][C:35]([CH3:38])([CH3:37])[CH3:36])(=[O:33])[CH:31]=[CH2:32]. No catalyst specified. The product is [C:35]([O:34][C:30](=[O:33])[CH2:31][CH2:32][N:24]1[CH2:23][CH2:22][C:21]2[C:26](=[CH:27][CH:28]=[C:19]([C:16]3[N:15]=[C:14]([C:10]4[CH:9]=[CH:8][C:7]5[C:12](=[CH:13][N:5]([CH:2]([CH3:4])[CH3:3])[N:6]=5)[CH:11]=4)[O:18][N:17]=3)[C:20]=2[CH3:29])[CH2:25]1)([CH3:38])([CH3:37])[CH3:36]. The yield is 0.480. (2) The reactants are [CH2:1](O)[CH2:2][CH:3]([CH3:5])[CH3:4].C(N(CC)CC)C.CS(Cl)(=O)=O.O.[NH2:20][NH2:21].[P:22](=[O:26])([OH:25])([OH:24])[OH:23]. The catalyst is O1CCCC1.C(O)C.O. The product is [P:22]([OH:26])([OH:25])([OH:24])=[O:23].[CH3:4][CH:3]([CH3:5])[CH2:2][CH2:1][NH:20][NH2:21]. The yield is 0.800. (3) The reactants are [H-].[Na+].[C:3]([O:11][CH2:12][CH3:13])(=[O:10])[CH2:4][C:5]([O:7][CH2:8][CH3:9])=[O:6].[Br:14][C:15]1[CH:20]=[C:19]([CH3:21])[C:18]([CH2:22]Cl)=[CH:17][C:16]=1[CH3:24]. The catalyst is COCCOC. The yield is 0.680. The product is [Br:14][C:15]1[C:16]([CH3:24])=[CH:17][C:18]([CH2:22][CH:4]([C:5]([O:7][CH2:8][CH3:9])=[O:6])[C:3]([O:11][CH2:12][CH3:13])=[O:10])=[C:19]([CH3:21])[CH:20]=1. (4) The reactants are [OH:1][CH:2]1[CH2:7][CH2:6][CH2:5][NH:4][CH2:3]1.CCN(CC)CC.[CH3:15][C:16]([O:19][C:20](O[C:20]([O:19][C:16]([CH3:18])([CH3:17])[CH3:15])=[O:21])=[O:21])([CH3:18])[CH3:17]. The catalyst is CCO. The product is [OH:1][CH:2]1[CH2:7][CH2:6][CH2:5][N:4]([C:20]([O:19][C:16]([CH3:18])([CH3:17])[CH3:15])=[O:21])[CH2:3]1. The yield is 0.840. (5) The reactants are [CH2:1]([CH:3]([C:6]1[C:7]2[N:8]([C:13](I)=[C:14]([CH3:16])[N:15]=2)[N:9]=[C:10]([CH3:12])[CH:11]=1)[CH2:4][CH3:5])[CH3:2].[Br-].[CH3:19][C:20]1[CH:24]=[CH:23][S:22][C:21]=1[Zn+].C1COCC1. The catalyst is CCOC(C)=O.C1C=CC(P(C2C=CC=CC=2)[C-]2C=CC=C2)=CC=1.C1C=CC(P(C2C=CC=CC=2)[C-]2C=CC=C2)=CC=1.Cl[Pd]Cl.[Fe+2]. The product is [CH2:1]([CH:3]([C:6]1[C:7]2[N:8]([C:13]([C:21]3[S:22][CH:23]=[CH:24][C:20]=3[CH3:19])=[C:14]([CH3:16])[N:15]=2)[N:9]=[C:10]([CH3:12])[CH:11]=1)[CH2:4][CH3:5])[CH3:2]. The yield is 0.810. (6) The reactants are [CH2:1]([O:3][C:4](=[O:20])[CH:5](OC(=O)C)[C:6]1[CH:15]=[CH:14][CH:13]=[C:12]2[C:7]=1[CH:8]=[CH:9][N:10]=[CH:11]2)[CH3:2]. The catalyst is C(O)C. The product is [CH:11]1[C:12]2[C:7](=[C:6]([CH2:5][C:4]([O:3][CH2:1][CH3:2])=[O:20])[CH:15]=[CH:14][CH:13]=2)[CH:8]=[CH:9][N:10]=1. The yield is 0.670. (7) The reactants are C([O:3][C:4]([C@@:6]12[CH2:23][C@H:22]1[CH:21]=[CH:20][CH2:19][CH2:18][CH2:17][CH2:16][C@H:15](C(OC(C)(C)C)=O)[C:14](=[O:31])[N:13]1[C@@:9](N)([CH2:10][C@@H:11]([O:32][C:33]3[C:42]4[C:37](=[CH:38][C:39]([O:43][CH3:44])=[CH:40][CH:41]=4)[N:36]=[C:35]([C:45]4[CH:50]=[CH:49][CH:48]=[CH:47][CH:46]=4)[CH:34]=3)[CH2:12]1)[C:8](=[O:52])[NH:7]2)=[O:5])C.[Li+].[OH-:54]. The catalyst is C1COCC1.O.CO. The product is [C:6]([O:54][C:14]([NH:13][C@@H:15]1[C:14](=[O:31])[N:13]2[C@@H:9]([CH2:10][C@@H:11]([O:32][C:33]3[C:42]4[C:37](=[CH:38][C:39]([O:43][CH3:44])=[CH:40][CH:41]=4)[N:36]=[C:35]([C:45]4[CH:46]=[CH:47][CH:48]=[CH:49][CH:50]=4)[CH:34]=3)[CH2:12]2)[C:8](=[O:52])[NH:7][C@@:6]2([C:4]([OH:3])=[O:5])[C@@H:22]([CH2:23]2)[CH:21]=[CH:20][CH2:19][CH2:18][CH2:17][CH2:16]1)=[O:31])([CH3:23])([CH3:22])[CH3:4]. The yield is 1.00. (8) The reactants are [CH3:1][C:2]1[C:6]2[C:7](=[O:18])[N:8]([CH2:11][CH2:12][N:13]3[CH2:17][CH2:16][CH2:15][CH2:14]3)[CH2:9][CH2:10][C:5]=2[NH:4][C:3]=1[CH:19]=O.[OH:21][CH2:22][CH2:23][C:24]1[CH:32]=[CH:31][CH:30]=[C:29]2[C:25]=1[CH2:26][C:27](=[O:33])[NH:28]2. No catalyst specified. The product is [OH:21][CH2:22][CH2:23][C:24]1[CH:32]=[CH:31][CH:30]=[C:29]2[C:25]=1[C:26](=[CH:19][C:3]1[NH:4][C:5]3[CH2:10][CH2:9][N:8]([CH2:11][CH2:12][N:13]4[CH2:14][CH2:15][CH2:16][CH2:17]4)[C:7](=[O:18])[C:6]=3[C:2]=1[CH3:1])[C:27](=[O:33])[NH:28]2. The yield is 0.300. (9) The reactants are [Br:1][C:2]1[C:7]([F:8])=[CH:6][C:5]([NH:9]C(=O)C(F)(F)F)=[C:4]([N+:16]([O-:18])=[O:17])[CH:3]=1.CO.C([O-])([O-])=O.[K+].[K+]. The catalyst is O. The product is [Br:1][C:2]1[C:7]([F:8])=[CH:6][C:5]([NH2:9])=[C:4]([N+:16]([O-:18])=[O:17])[CH:3]=1. The yield is 0.840.